This data is from Forward reaction prediction with 1.9M reactions from USPTO patents (1976-2016). The task is: Predict the product of the given reaction. Given the reactants [Cl:1][C:2]1[CH:7]=[CH:6][C:5]([C:8]2[CH:9]=[CH:10][C:11]([CH2:14][CH2:15][CH2:16][CH2:17][C:18]3[N:23]=[N:22][C:21]([C:24](O)=[O:25])=[CH:20][CH:19]=3)=[N:12][CH:13]=2)=[CH:4][CH:3]=1.C(N1C=CN=C1)(N1C=CN=C1)=O.[BH4-].[Na+].S([O-])(O)(=O)=O.[K+].C(=O)([O-])O.[Na+], predict the reaction product. The product is: [Cl:1][C:2]1[CH:7]=[CH:6][C:5]([C:8]2[CH:9]=[CH:10][C:11]([CH2:14][CH2:15][CH2:16][CH2:17][C:18]3[N:23]=[N:22][C:21]([CH2:24][OH:25])=[CH:20][CH:19]=3)=[N:12][CH:13]=2)=[CH:4][CH:3]=1.